This data is from Full USPTO retrosynthesis dataset with 1.9M reactions from patents (1976-2016). The task is: Predict the reactants needed to synthesize the given product. (1) Given the product [CH3:1][C:2]1[O:6][C:5]([C:7]2[CH:8]=[CH:9][CH:10]=[CH:11][CH:12]=2)=[N:4][C:3]=1[CH2:13][CH2:14][O:15][C:16]1[CH:17]=[CH:18][C:19]([CH2:22][C:23]2([C:28]3[NH:32][N:31]=[N:30][N:29]=3)[CH2:27][CH2:26][CH2:25][O:24]2)=[CH:20][N:21]=1, predict the reactants needed to synthesize it. The reactants are: [CH3:1][C:2]1[O:6][C:5]([C:7]2[CH:12]=[CH:11][CH:10]=[CH:9][CH:8]=2)=[N:4][C:3]=1[CH2:13][CH2:14][O:15][C:16]1[N:21]=[CH:20][C:19]([CH2:22][C:23]2([C:28]#[N:29])[CH2:27][CH2:26][CH2:25][O:24]2)=[CH:18][CH:17]=1.[N-:30]=[N+:31]=[N-:32].[Na+]. (2) Given the product [NH2:31][C:28]1[CH:27]=[CH:26][C:25]([S:22]([N:17]([CH2:18][CH:19]([CH3:21])[CH3:20])[C@@H:6]([CH2:5][CH2:4][CH2:3][CH2:2][NH:1][C:59](=[O:60])[C@@H:58]([NH:57][C:55]([O:54][CH3:53])=[O:56])[CH:62]([C:69]2[CH:70]=[CH:71][CH:72]=[CH:73][CH:74]=2)[C:63]2[CH:68]=[CH:67][CH:66]=[CH:65][CH:64]=2)[CH2:7][O:8][C:9](=[O:16])[C:10]2[CH:15]=[CH:14][CH:13]=[N:12][CH:11]=2)(=[O:24])=[O:23])=[CH:30][CH:29]=1, predict the reactants needed to synthesize it. The reactants are: [NH2:1][CH2:2][CH2:3][CH2:4][CH2:5][C@H:6]([N:17]([S:22]([C:25]1[CH:30]=[CH:29][C:28]([NH2:31])=[CH:27][CH:26]=1)(=[O:24])=[O:23])[CH2:18][CH:19]([CH3:21])[CH3:20])[CH2:7][O:8][C:9](=[O:16])[C:10]1[CH:15]=[CH:14][CH:13]=[N:12][CH:11]=1.C(N(CC)CC)C.C(Cl)CCl.C1C=CC2N(O)N=NC=2C=1.[CH3:53][O:54][C:55]([NH:57][C@@H:58]([CH:62]([C:69]1[CH:74]=[CH:73][CH:72]=[CH:71][CH:70]=1)[C:63]1[CH:68]=[CH:67][CH:66]=[CH:65][CH:64]=1)[C:59](O)=[O:60])=[O:56]. (3) Given the product [CH:7]1[C:2]([NH2:1])=[CH:3][CH:4]=[C:5]([S:9]([NH2:13])(=[O:11])=[O:10])[CH:6]=1, predict the reactants needed to synthesize it. The reactants are: [NH2:1][C:2]1[CH:7]=[CH:6][CH:5]=[CH:4][CH:3]=1.C[S:9](Cl)(=[O:11])=[O:10].[N:13]1C=CC=CC=1. (4) Given the product [CH3:1][C:2]1[N:6]([CH2:7][C:8]2[CH:13]=[CH:12][C:11]([CH3:14])=[CH:10][CH:9]=2)[N:5]=[C:4]([CH2:15][OH:16])[CH:3]=1, predict the reactants needed to synthesize it. The reactants are: [CH3:1][C:2]1[N:6]([CH2:7][C:8]2[CH:13]=[CH:12][C:11]([CH3:14])=[CH:10][CH:9]=2)[N:5]=[C:4]([C:15](OC)=[O:16])[CH:3]=1.[H-].[Al+3].[Li+].[H-].[H-].[H-].O.[OH-].[Na+]. (5) Given the product [OH:17][C:15]1[CH:16]=[C:7]([O:6][CH3:5])[CH:8]=[C:9]2[C:14]=1[C:13](=[O:19])[O:12][CH:11]([CH3:20])[CH2:10]2, predict the reactants needed to synthesize it. The reactants are: [Al+3].[Cl-].[Cl-].[Cl-].[CH3:5][O:6][C:7]1[CH:8]=[C:9]2[C:14](=[C:15]([O:17]C)[CH:16]=1)[C:13](=[O:19])[O:12][CH:11]([CH3:20])[CH2:10]2.O. (6) Given the product [Cl:19][C:20]1[CH:27]=[CH:26][C:23](/[CH:24]=[C:3](/[C:2]([C:8]2[S:9][C:10]([C:13]3[CH:14]=[CH:15][N:16]=[CH:17][CH:18]=3)=[CH:11][CH:12]=2)=[O:1])\[C:4]([O:6][CH3:7])=[O:5])=[CH:22][CH:21]=1, predict the reactants needed to synthesize it. The reactants are: [O:1]=[C:2]([C:8]1[S:9][C:10]([C:13]2[CH:18]=[CH:17][N:16]=[CH:15][CH:14]=2)=[CH:11][CH:12]=1)[CH2:3][C:4]([O:6][CH3:7])=[O:5].[Cl:19][C:20]1[CH:27]=[CH:26][C:23]([CH:24]=O)=[CH:22][CH:21]=1.N1CCCCC1.C1C=CC=CC=1.C(O)(=O)C. (7) Given the product [S:1]1[C:5]2[CH:6]=[CH:7][CH:8]=[CH:9][C:4]=2[N:3]=[C:2]1[C:10]1[C:11]2[CH2:19][CH2:18][CH:17]([CH2:20][CH3:21])[CH2:16][C:12]=2[S:13][C:14]=1[NH:15][C:22](=[O:24])[CH3:23], predict the reactants needed to synthesize it. The reactants are: [S:1]1[C:5]2[CH:6]=[CH:7][CH:8]=[CH:9][C:4]=2[N:3]=[C:2]1[C:10]1[C:11]2[CH2:19][CH2:18][CH:17]([CH2:20][CH3:21])[CH2:16][C:12]=2[S:13][C:14]=1[NH2:15].[C:22](OC(=O)C)(=[O:24])[CH3:23]. (8) Given the product [NH2:31][C:16]1([C:14]([NH:13][C@@H:9]([C:6]2[CH:5]=[CH:4][C:3]([Cl:2])=[CH:8][CH:7]=2)[CH2:10][CH2:11][OH:12])=[O:15])[CH2:17][CH2:18][N:19]([C:22]2[C:23]3[CH:30]=[CH:29][NH:28][C:24]=3[N:25]=[CH:26][N:27]=2)[CH2:20][CH2:21]1, predict the reactants needed to synthesize it. The reactants are: Cl.[Cl:2][C:3]1[CH:8]=[CH:7][C:6]([C@H:9]([NH:13][C:14]([C:16]2([NH:31]C(=O)OC(C)(C)C)[CH2:21][CH2:20][N:19]([C:22]3[C:23]4[CH:30]=[CH:29][NH:28][C:24]=4[N:25]=[CH:26][N:27]=3)[CH2:18][CH2:17]2)=[O:15])[CH2:10][CH2:11][OH:12])=[CH:5][CH:4]=1. (9) Given the product [NH:7]1[C:8]2=[CH:9][S:10][CH:11]=[C:12]2[NH:13][C:1]1=[O:4], predict the reactants needed to synthesize it. The reactants are: [C:1](=[O:4])([O-])[O-].[Na+].[Na+].[NH2:7][C:8]1[C:12]([NH2:13])=[CH:11][S:10][CH:9]=1.C1(N)C(F)=C(F)C(F)=C(N)C=1F.Cl.Cl.C(N1C=CN=C1)(N1C=CN=C1)=O. (10) Given the product [C:1]([C:5]1[CH:10]=[CH:9][C:8]([C:11]2[N:12]([C:32]([N:46]3[CH2:47][CH2:48][N:43]([CH2:42][CH2:41][O:40][CH3:39])[CH2:44][CH2:45]3)=[O:33])[C@@:13]([C:25]3[CH:26]=[CH:27][C:28]([Cl:31])=[CH:29][CH:30]=3)([CH3:24])[C@@:14]([C:17]3[CH:22]=[CH:21][C:20]([Cl:23])=[CH:19][CH:18]=3)([CH3:16])[N:15]=2)=[C:7]([O:35][CH:36]([CH3:38])[CH3:37])[CH:6]=1)([CH3:4])([CH3:3])[CH3:2], predict the reactants needed to synthesize it. The reactants are: [C:1]([C:5]1[CH:10]=[CH:9][C:8]([C:11]2[N:12]([C:32](Cl)=[O:33])[C:13]([C:25]3[CH:30]=[CH:29][C:28]([Cl:31])=[CH:27][CH:26]=3)([CH3:24])[C:14]([C:17]3[CH:22]=[CH:21][C:20]([Cl:23])=[CH:19][CH:18]=3)([CH3:16])[N:15]=2)=[C:7]([O:35][CH:36]([CH3:38])[CH3:37])[CH:6]=1)([CH3:4])([CH3:3])[CH3:2].[CH3:39][O:40][CH2:41][CH2:42][N:43]1[CH2:48][CH2:47][NH:46][CH2:45][CH2:44]1.